From a dataset of Peptide-MHC class I binding affinity with 185,985 pairs from IEDB/IMGT. Regression. Given a peptide amino acid sequence and an MHC pseudo amino acid sequence, predict their binding affinity value. This is MHC class I binding data. (1) The peptide sequence is ISWMMKLGI. The MHC is HLA-B08:01 with pseudo-sequence HLA-B08:01. The binding affinity (normalized) is 0.216. (2) The peptide sequence is GVIAAFAEGH. The MHC is HLA-A11:01 with pseudo-sequence HLA-A11:01. The binding affinity (normalized) is 0.245.